Task: Predict the reactants needed to synthesize the given product.. Dataset: Full USPTO retrosynthesis dataset with 1.9M reactions from patents (1976-2016) (1) Given the product [CH3:21][NH:20][CH2:19][CH2:18][CH2:17][C:16]1[NH:10][C:6]2[CH:7]=[CH:8][CH:9]=[C:4]([O:3][C:2]([F:12])([F:13])[F:1])[C:5]=2[N:11]=1, predict the reactants needed to synthesize it. The reactants are: [F:1][C:2]([F:13])([F:12])[O:3][C:4]1[CH:9]=[CH:8][CH:7]=[C:6]([NH2:10])[C:5]=1[NH2:11].CO[C:16]1C(OC)=C[C:19]2[NH:20][C:21](CCCNC)=N[C:18]=2[CH:17]=1. (2) Given the product [CH3:10][O:11][C:12]1[CH:13]=[C:14]([CH:16]=[CH:17][CH:18]=1)[N:15]=[CH:6][C:5]1[CH:4]=[N:3][C:2]([CH3:1])=[CH:9][CH:8]=1, predict the reactants needed to synthesize it. The reactants are: [CH3:1][C:2]1[CH:9]=[CH:8][C:5]([CH:6]=O)=[CH:4][N:3]=1.[CH3:10][O:11][C:12]1[CH:13]=[C:14]([CH:16]=[CH:17][CH:18]=1)[NH2:15].